From a dataset of Full USPTO retrosynthesis dataset with 1.9M reactions from patents (1976-2016). Predict the reactants needed to synthesize the given product. (1) Given the product [Br:6][C:7]1[CH:8]=[CH:9][C:10]([O:5][CH2:4][CH:1]2[CH2:3][CH2:2]2)=[C:11]([CH:14]=1)[C:12]#[N:13], predict the reactants needed to synthesize it. The reactants are: [CH:1]1([CH2:4][OH:5])[CH2:3][CH2:2]1.[Br:6][C:7]1[CH:8]=[CH:9][C:10](F)=[C:11]([CH:14]=1)[C:12]#[N:13].C(OCC)(=O)C. (2) Given the product [CH2:15]([O:17][C:18](=[O:19])[C:9]#[C:8][C:3]1[CH:4]=[CH:5][CH:6]=[CH:7][C:2]=1[Cl:1])[CH3:16], predict the reactants needed to synthesize it. The reactants are: [Cl:1][C:2]1[CH:7]=[CH:6][CH:5]=[CH:4][C:3]=1[C:8]#[CH:9].[Li]CCCC.[CH2:15]([O:17][C:18](Cl)=[O:19])[CH3:16]. (3) Given the product [CH2:11]([C:2]1([OH:1])[C:13]2[C:14](=[C:15]([O:19][CH3:20])[N:16]=[CH:17][CH:18]=2)[CH2:21][O:22][C:4](=[O:6])[CH2:3]1)[CH3:12], predict the reactants needed to synthesize it. The reactants are: [OH:1][C:2]([C:13]1[CH:18]=[CH:17][N:16]=[C:15]([O:19][CH3:20])[C:14]=1[CH2:21][OH:22])([CH2:11][CH3:12])[CH2:3][C:4]([O:6]C(C)(C)C)=O.FC(F)(F)C(O)=O. (4) Given the product [Br:1][C:2]1[CH:7]=[CH:6][C:5]([N+:8]([O-:10])=[O:9])=[C:4]([O:14][CH2:13][CH3:12])[CH:3]=1, predict the reactants needed to synthesize it. The reactants are: [Br:1][C:2]1[CH:7]=[CH:6][C:5]([N+:8]([O-:10])=[O:9])=[C:4](F)[CH:3]=1.[CH3:12][CH2:13][O-:14].[Na+].